Dataset: Forward reaction prediction with 1.9M reactions from USPTO patents (1976-2016). Task: Predict the product of the given reaction. (1) Given the reactants Br[C:2]1[CH:3]=[C:4]([C:15]([O:17][CH2:18][CH3:19])=[O:16])[O:5][C:6]=1[C:7]1[CH:12]=[CH:11][CH:10]=[C:9]([C:13]#[N:14])[CH:8]=1.[Cl:20][C:21]1[CH:22]=[C:23](B(O)O)[CH:24]=[C:25]([F:27])[CH:26]=1.C(=O)([O-])[O-].[Cs+].[Cs+].C1(P(C2CCCCC2)C2C=CC=CC=2C2C(C(C)C)=CC(C(C)C)=CC=2C(C)C)CCCCC1, predict the reaction product. The product is: [Cl:20][C:21]1[CH:22]=[C:23]([C:2]2[CH:3]=[C:4]([C:15]([O:17][CH2:18][CH3:19])=[O:16])[O:5][C:6]=2[C:7]2[CH:12]=[CH:11][CH:10]=[C:9]([C:13]#[N:14])[CH:8]=2)[CH:24]=[C:25]([F:27])[CH:26]=1. (2) Given the reactants [I-].[CH3:2][P+](C1C=CC=CC=1)(C1C=CC=CC=1)C1C=CC=CC=1.[Li+].C[Si]([N-][Si](C)(C)C)(C)C.[C:32]([O:39][CH2:40][CH3:41])(=[O:38])[CH2:33][CH2:34][C:35]([CH3:37])=O, predict the reaction product. The product is: [CH2:40]([O:39][C:32](=[O:38])[CH2:33][CH2:34][C:35]([CH3:2])=[CH2:37])[CH3:41]. (3) The product is: [CH2:1]([O:8][C:9]1[N:14]=[C:13]2[N:15]([C:16]3[CH:21]=[CH:20][C:19]([Br:22])=[CH:18][CH:17]=3)[C:25]([NH2:24])=[N:23][C:12]2=[CH:11][CH:10]=1)[C:2]1[CH:7]=[CH:6][CH:5]=[CH:4][CH:3]=1. Given the reactants [CH2:1]([O:8][C:9]1[N:14]=[C:13]([NH:15][C:16]2[CH:21]=[CH:20][C:19]([Br:22])=[CH:18][CH:17]=2)[C:12]([NH2:23])=[CH:11][CH:10]=1)[C:2]1[CH:7]=[CH:6][CH:5]=[CH:4][CH:3]=1.[N:24]#[C:25]Br.C(O)(C(F)(F)F)=O.C([O-])([O-])=O.[Na+].[Na+], predict the reaction product. (4) Given the reactants [CH2:1]([O:5][CH2:6][C:7]1[CH:14]=[CH:13][C:10]([CH2:11]N)=[CH:9][CH:8]=1)[CH2:2][CH2:3][CH3:4].C(O)(=[O:17])C.N([O-])=O.[Na+], predict the reaction product. The product is: [CH2:1]([O:5][CH2:6][C:7]1[CH:14]=[CH:13][C:10]([CH2:11][OH:17])=[CH:9][CH:8]=1)[CH2:2][CH2:3][CH3:4]. (5) Given the reactants [CH3:1][NH:2][C:3]1[CH:4]=[N:5][CH:6]=[CH:7][C:8]=1[C:9]1[C:14]([CH3:15])=[CH:13][CH:12]=[CH:11][N:10]=1.[F:16][C:17]([F:32])([F:31])[C:18]1[CH:19]=[C:20]([CH:24]=[C:25]([C:27]([F:30])([F:29])[F:28])[CH:26]=1)[C:21](Cl)=[O:22], predict the reaction product. The product is: [CH3:1][N:2]([C:3]1[CH:4]=[N:5][CH:6]=[CH:7][C:8]=1[C:9]1[C:14]([CH3:15])=[CH:13][CH:12]=[CH:11][N:10]=1)[C:21](=[O:22])[C:20]1[CH:24]=[C:25]([C:27]([F:28])([F:29])[F:30])[CH:26]=[C:18]([C:17]([F:16])([F:31])[F:32])[CH:19]=1. (6) Given the reactants [C:1]([O:5][C:6]([CH:8]1[CH:11]([CH3:12])[CH2:10][N:9]1[CH2:13]C1C=CC=CC=1)=[O:7])([CH3:4])([CH3:3])[CH3:2].C(OC([O:22][C:23]([CH3:26])([CH3:25])[CH3:24])=O)([O:22][C:23]([CH3:26])([CH3:25])[CH3:24])=O.[O:35]1CCCC1.CO, predict the reaction product. The product is: [C:23]([O:22][C:13]([N:9]1[CH2:10][CH:11]([CH3:12])[CH:8]1[C:6]([O:5][C:1]([CH3:2])([CH3:3])[CH3:4])=[O:7])=[O:35])([CH3:26])([CH3:25])[CH3:24]. (7) Given the reactants [CH3:1][O:2][C:3](=[O:25])[C:4]1[CH:9]=[CH:8][C:7](N)=[CH:6][C:5]=1[NH:11][C:12](=[O:24])[C:13]1[CH:18]=[CH:17][C:16]([O:19][C:20]([F:23])([F:22])[F:21])=[CH:15][CH:14]=1.N([O-])=[O:27].[Na+], predict the reaction product. The product is: [CH3:1][O:2][C:3](=[O:25])[C:4]1[CH:9]=[CH:8][C:7]([OH:27])=[CH:6][C:5]=1[NH:11][C:12](=[O:24])[C:13]1[CH:18]=[CH:17][C:16]([O:19][C:20]([F:23])([F:22])[F:21])=[CH:15][CH:14]=1.